Dataset: Forward reaction prediction with 1.9M reactions from USPTO patents (1976-2016). Task: Predict the product of the given reaction. (1) Given the reactants C(=O)([O-])[O-].[K+].[K+].[CH3:7][C:8]1([CH2:22][CH2:23][CH3:24])[N:12]([C:13]2[CH:18]=[CH:17][C:16]([CH3:19])=[CH:15][CH:14]=2)[C:11](=[O:20])[NH:10][C:9]1=[O:21].Cl[CH2:26][C:27]([NH:29][C:30]1[C:35]([CH:36]([CH3:38])[CH3:37])=[CH:34][CH:33]=[CH:32][C:31]=1[CH:39]([CH3:41])[CH3:40])=[O:28].O, predict the reaction product. The product is: [CH:39]([C:31]1[CH:32]=[CH:33][CH:34]=[C:35]([CH:36]([CH3:37])[CH3:38])[C:30]=1[NH:29][C:27](=[O:28])[CH2:26][N:10]1[C:9](=[O:21])[C:8]([CH3:7])([CH2:22][CH2:23][CH3:24])[N:12]([C:13]2[CH:14]=[CH:15][C:16]([CH3:19])=[CH:17][CH:18]=2)[C:11]1=[O:20])([CH3:40])[CH3:41]. (2) Given the reactants [F-].C([N+](CCCC)(CCCC)CCCC)CCC.[CH:19](=[C:26]1/[C:27]2[CH:28]=[C:29]([C:43]([O:45][CH3:46])=[O:44])[N:30](COCC[Si](C)(C)C)[C:31]=2[CH2:32][CH2:33][CH2:34]/1)\[C:20]1[CH:25]=[CH:24][CH:23]=[CH:22][CH:21]=1, predict the reaction product. The product is: [CH:19](=[C:26]1/[C:27]2[CH:28]=[C:29]([C:43]([O:45][CH3:46])=[O:44])[NH:30][C:31]=2[CH2:32][CH2:33][CH2:34]/1)\[C:20]1[CH:21]=[CH:22][CH:23]=[CH:24][CH:25]=1. (3) Given the reactants [CH3:1][C:2]1[S:6][C:5]([C:7]2[CH:12]=[CH:11][N:10]=[CH:9][CH:8]=2)=[N:4][C:3]=1[OH:13].[H-].[Na+].C1C=CC(N([S:23]([C:26]([F:29])([F:28])[F:27])(=[O:25])=[O:24])[S:23]([C:26]([F:29])([F:28])[F:27])(=[O:25])=[O:24])=CC=1.O, predict the reaction product. The product is: [CH3:1][C:2]1[S:6][C:5]([C:7]2[CH:12]=[CH:11][N:10]=[CH:9][CH:8]=2)=[N:4][C:3]=1[O:13][S:23]([C:26]([F:29])([F:28])[F:27])(=[O:25])=[O:24]. (4) Given the reactants [F:1][C:2]([F:12])([F:11])[C:3]1[CH:4]=[C:5]([CH:8]=[CH:9][CH:10]=1)C=O.[CH3:13][CH:14]([CH3:33])[CH:15]([C:27]1[CH:32]=[CH:31][CH:30]=[CH:29][CH:28]=1)[C:16]([NH:18][C@@H:19]1[C@@H:26]2[C@@H:22]([CH2:23][NH:24][CH2:25]2)[CH2:21][CH2:20]1)=[O:17].[CH:34]1(C(C2CCCCC2)C(N[C@@H]2[C@H]3[C@H](CNC3)CC2)=O)CCCCC1, predict the reaction product. The product is: [CH3:13][CH:14]([CH3:33])[CH:15]([C:27]1[CH:28]=[CH:29][CH:30]=[CH:31][CH:32]=1)[C:16]([NH:18][C@@H:19]1[C@@H:26]2[C@@H:22]([CH2:23][N:24]([CH2:34][C:4]3[CH:5]=[CH:8][CH:9]=[CH:10][C:3]=3[C:2]([F:1])([F:11])[F:12])[CH2:25]2)[CH2:21][CH2:20]1)=[O:17]. (5) Given the reactants [Cl:1][C:2]1[CH:7]=[CH:6][C:5]([NH:8][C:9]([NH:11][C:12]2[CH:17]=[CH:16][C:15]([OH:18])=[C:14]([C:19]3[N:20]([CH3:24])[N:21]=[CH:22][CH:23]=3)[CH:13]=2)=[O:10])=[CH:4][CH:3]=1.C1(P(C2C=CC=CC=2)C2C=CC=CC=2)C=CC=CC=1.O[CH2:45][CH2:46][N:47]1[CH2:51][CH2:50][CH2:49][CH2:48]1.N(C(OC(C)C)=O)=NC(OC(C)C)=O, predict the reaction product. The product is: [Cl:1][C:2]1[CH:3]=[CH:4][C:5]([NH:8][C:9]([NH:11][C:12]2[CH:17]=[CH:16][C:15]([O:18][CH2:45][CH2:46][N:47]3[CH2:51][CH2:50][CH2:49][CH2:48]3)=[C:14]([C:19]3[N:20]([CH3:24])[N:21]=[CH:22][CH:23]=3)[CH:13]=2)=[O:10])=[CH:6][CH:7]=1.